From a dataset of Reaction yield outcomes from USPTO patents with 853,638 reactions. Predict the reaction yield, written as a fraction of the theoretical maximum amount of product (1.0 means a 100% yield; for example, 0.34 means a 34% yield). (1) The reactants are [Br:1][C:2]1[CH:3]=[C:4]2[C:9](=[CH:10][CH:11]=1)[N:8]=[CH:7][C:6]([C:12]([CH:14]1[CH2:16][CH2:15]1)=[O:13])=[C:5]2Cl.[NH2:18][C:19]1[CH:20]=[CH:21][C:22]([N:25]2[CH2:30][CH2:29][CH:28]([NH:31][C:32](=[O:38])[O:33][C:34]([CH3:37])([CH3:36])[CH3:35])[CH2:27][CH2:26]2)=[N:23][CH:24]=1. No catalyst specified. The product is [Br:1][C:2]1[CH:3]=[C:4]2[C:9](=[CH:10][CH:11]=1)[N:8]=[CH:7][C:6]([C:12]([CH:14]1[CH2:16][CH2:15]1)=[O:13])=[C:5]2[NH:18][C:19]1[CH:20]=[CH:21][C:22]([N:25]2[CH2:30][CH2:29][CH:28]([NH:31][C:32](=[O:38])[O:33][C:34]([CH3:36])([CH3:35])[CH3:37])[CH2:27][CH2:26]2)=[N:23][CH:24]=1. The yield is 0.750. (2) The reactants are Br[CH2:2][C:3]([C:5]1[C:6](=[O:16])[O:7][C:8]2[C:13]([CH:14]=1)=[CH:12][CH:11]=[C:10]([F:15])[CH:9]=2)=O.[CH3:17][C:18]1[N:23]=[N:22][C:21]([NH2:24])=[CH:20][CH:19]=1. The catalyst is CC#N. The product is [F:15][C:10]1[CH:9]=[C:8]2[C:13]([CH:14]=[C:5]([C:3]3[N:24]=[C:21]4[CH:20]=[CH:19][C:18]([CH3:17])=[N:23][N:22]4[CH:2]=3)[C:6](=[O:16])[O:7]2)=[CH:12][CH:11]=1. The yield is 0.920. (3) The reactants are [H-].[Na+].Cl[C:4]1[CH:13]=[N:12][C:11]2[C:6](=[CH:7][C:8]([O:14][CH3:15])=[CH:9][CH:10]=2)[N:5]=1.[C:16]([O:20][C:21](=[O:32])[NH:22][CH:23]1[CH2:28][CH2:27][N:26]([CH2:29][CH2:30][OH:31])[CH2:25][CH2:24]1)([CH3:19])([CH3:18])[CH3:17]. The catalyst is CN(C)C=O. The product is [C:16]([O:20][C:21](=[O:32])[NH:22][CH:23]1[CH2:24][CH2:25][N:26]([CH2:29][CH2:30][O:31][C:4]2[CH:13]=[N:12][C:11]3[C:6](=[CH:7][C:8]([O:14][CH3:15])=[CH:9][CH:10]=3)[N:5]=2)[CH2:27][CH2:28]1)([CH3:19])([CH3:17])[CH3:18]. The yield is 0.520. (4) The reactants are [CH:1]1([NH2:4])[CH2:3][CH2:2]1.C(O)(=O)C.[Cl:9][C:10]1[CH:11]=[C:12]([C:18]2[CH:23]=[CH:22][CH:21]=[CH:20][CH:19]=2)[CH:13]=[CH:14][C:15]=1[CH:16]=O.C([BH3-])#N.[Na+]. The catalyst is CO.CCCCCCC.C(OCC)(=O)C. The product is [Cl:9][C:10]1[CH:11]=[C:12]([C:18]2[CH:19]=[CH:20][CH:21]=[CH:22][CH:23]=2)[CH:13]=[CH:14][C:15]=1[CH2:16][NH:4][CH:1]1[CH2:3][CH2:2]1. The yield is 0.790. (5) The reactants are [CH3:1][O:2][C:3]1[CH:4]=[C:5]2[C:10](=[CH:11][C:12]=1[O:13][CH3:14])[N:9]=[CH:8][CH:7]=[C:6]2[CH2:15][N:16]1[CH2:21][CH2:20][CH:19]([NH2:22])[CH2:18][CH2:17]1.[Cl:23][C:24]1[CH:29]=[CH:28][C:27]([N:30]=[C:31]=[O:32])=[CH:26][CH:25]=1. The product is [Cl:23][C:24]1[CH:29]=[CH:28][C:27]([NH:30][C:31]([NH:22][CH:19]2[CH2:18][CH2:17][N:16]([CH2:15][C:6]3[C:5]4[C:10](=[CH:11][C:12]([O:13][CH3:14])=[C:3]([O:2][CH3:1])[CH:4]=4)[N:9]=[CH:8][CH:7]=3)[CH2:21][CH2:20]2)=[O:32])=[CH:26][CH:25]=1. The yield is 0.220. The catalyst is C(Cl)Cl. (6) The reactants are [F:1][C:2]1[CH:7]=[CH:6][C:5]([F:8])=[CH:4][C:3]=1[NH:9][NH:10][CH2:11][CH2:12][C:13]#[N:14]. The catalyst is S(=O)(=O)(O)O.O.S([O-])([O-])(=O)=O.[Fe+3].S([O-])([O-])(=O)=O.S([O-])([O-])(=O)=O.[Fe+3].S([O-])([O-])(=O)=O.[Fe+2]. The product is [F:1][C:2]1[CH:7]=[CH:6][C:5]([F:8])=[CH:4][C:3]=1/[N:9]=[N:10]/[CH2:11][CH2:12][C:13]#[N:14]. The yield is 0.910. (7) The reactants are [NH2:1][C:2]1[S:3]/[C:4](=[CH:8]\[C:9]2[CH:14]=[C:13]([O:15][CH2:16][CH2:17][CH3:18])[C:12]([OH:19])=[C:11]([Cl:20])[CH:10]=2)/[C:5](=[O:7])[N:6]=1.Br[CH2:22][C:23]([C:25]1[C:29]([CH3:30])=[CH:28][S:27][C:26]=1[CH3:31])=O. No catalyst specified. The product is [Cl:20][C:11]1[CH:10]=[C:9](/[CH:8]=[C:4]2/[C:5](=[O:7])[N:6]3[CH:22]=[C:23]([C:25]4[C:29]([CH3:30])=[CH:28][S:27][C:26]=4[CH3:31])[N:1]=[C:2]3[S:3]/2)[CH:14]=[C:13]([O:15][CH2:16][CH2:17][CH3:18])[C:12]=1[OH:19]. The yield is 0.230. (8) The yield is 0.750. The reactants are [Br:1][C:2]1[CH:7]=[C:6]([F:8])[C:5]([F:9])=[CH:4][C:3]=1[SH:10].Cl[C:12]([CH2:14]Cl)=[CH2:13].C(=O)([O-])[O-].[K+].[K+]. The product is [Br:1][C:2]1[C:3]2[S:10][C:12]([CH3:14])=[CH:13][C:4]=2[C:5]([F:9])=[C:6]([F:8])[CH:7]=1. The catalyst is CC(C)=O. (9) The reactants are C([NH:4][C:5]1[S:6][CH:7]=[C:8]([C:10]2[CH:15]=[CH:14][C:13]([N:16]3[C:20]([Cl:21])=[CH:19][C:18]([NH:22][C:23]([NH:25][C:26]4[CH:31]=[CH:30][CH:29]=[CH:28][C:27]=4[F:32])=[O:24])=[C:17]3[C:33](OCC)=[O:34])=[CH:12][CH:11]=2)[N:9]=1)(=O)C.CO[Na].[Na].[OH-].[K+]. The catalyst is C(Cl)Cl.CO. The product is [NH2:4][C:5]1[S:6][CH:7]=[C:8]([C:10]2[CH:15]=[CH:14][C:13]([N:16]3[C:17]4[C:33](=[O:34])[N:25]([C:26]5[CH:31]=[CH:30][CH:29]=[CH:28][C:27]=5[F:32])[C:23](=[O:24])[NH:22][C:18]=4[CH:19]=[C:20]3[Cl:21])=[CH:12][CH:11]=2)[N:9]=1. The yield is 0.330.